This data is from Peptide-MHC class I binding affinity with 185,985 pairs from IEDB/IMGT. The task is: Regression. Given a peptide amino acid sequence and an MHC pseudo amino acid sequence, predict their binding affinity value. This is MHC class I binding data. (1) The peptide sequence is TITTFIPISA. The MHC is HLA-A68:02 with pseudo-sequence HLA-A68:02. The binding affinity (normalized) is 0.472. (2) The peptide sequence is GKMTLTEEVQW. The MHC is Mamu-B17 with pseudo-sequence Mamu-B17. The binding affinity (normalized) is 0.365. (3) The peptide sequence is AVATTHSWI. The MHC is HLA-A02:06 with pseudo-sequence HLA-A02:06. The binding affinity (normalized) is 0.0536. (4) The MHC is HLA-A26:01 with pseudo-sequence HLA-A26:01. The binding affinity (normalized) is 0.0847. The peptide sequence is GTGDSRLTY. (5) The peptide sequence is SIPLDEEFR. The MHC is Mamu-B8701 with pseudo-sequence Mamu-B8701. The binding affinity (normalized) is 0.195. (6) The peptide sequence is HIKVDHPDK. The MHC is HLA-A31:01 with pseudo-sequence HLA-A31:01. The binding affinity (normalized) is 0.532. (7) The peptide sequence is EPVESCPLM. The MHC is HLA-B07:02 with pseudo-sequence HLA-B07:02. The binding affinity (normalized) is 0.211. (8) The peptide sequence is LLQEKYGLI. The MHC is HLA-B07:02 with pseudo-sequence HLA-B07:02. The binding affinity (normalized) is 0.0847.